From a dataset of Catalyst prediction with 721,799 reactions and 888 catalyst types from USPTO. Predict which catalyst facilitates the given reaction. (1) Reactant: C1C=CC2N(O)N=NC=2C=1.C(Cl)CCl.[Cl:15][C:16]1[CH:21]=[CH:20][C:19]([C:22]2[N:23]=[C:24]([CH2:27][C:28]([OH:30])=O)[S:25][CH:26]=2)=[CH:18][CH:17]=1.Cl.[CH3:32][NH:33][O:34][CH3:35].C(N(CC)CC)C. Product: [Cl:15][C:16]1[CH:21]=[CH:20][C:19]([C:22]2[N:23]=[C:24]([CH2:27][C:28]([N:33]([O:34][CH3:35])[CH3:32])=[O:30])[S:25][CH:26]=2)=[CH:18][CH:17]=1. The catalyst class is: 18. (2) Reactant: [N:1]1([C:5](=[O:22])[CH2:6][C:7]2[CH:12]=[CH:11][C:10]([O:13]CC3C=CC=CC=3)=[CH:9][C:8]=2[Cl:21])[CH2:4][CH2:3][CH2:2]1. Product: [N:1]1([C:5](=[O:22])[CH2:6][C:7]2[CH:12]=[CH:11][C:10]([OH:13])=[CH:9][C:8]=2[Cl:21])[CH2:4][CH2:3][CH2:2]1. The catalyst class is: 261. (3) Reactant: [CH2:1]([O:8][C:9]1[C:14]2[CH:15]=[C:16]([C:18](=O)[CH2:19]Br)[O:17][C:13]=2[CH:12]=[C:11]([O:22][CH3:23])[CH:10]=1)[C:2]1[CH:7]=[CH:6][CH:5]=[CH:4][CH:3]=1.[F:24][C:25]([C:28]1[S:32][C:31]([NH2:33])=[N:30][N:29]=1)([F:27])[CH3:26].CC(O)C. Product: [CH2:1]([O:8][C:9]1[C:14]2[CH:15]=[C:16]([C:18]3[N:33]=[C:31]4[N:30]([CH:19]=3)[N:29]=[C:28]([C:25]([F:27])([F:24])[CH3:26])[S:32]4)[O:17][C:13]=2[CH:12]=[C:11]([O:22][CH3:23])[CH:10]=1)[C:2]1[CH:7]=[CH:6][CH:5]=[CH:4][CH:3]=1. The catalyst class is: 2. (4) Reactant: [BH4-].[Na+].[Br:3][C:4]1[CH:5]=[CH:6][C:7]2[O:16][C:11]3([CH2:15][CH2:14][CH2:13][CH2:12]3)[CH2:10][C:9](=[O:17])[C:8]=2[CH:18]=1.Cl. Product: [Br:3][C:4]1[CH:5]=[CH:6][C:7]2[O:16][C:11]3([CH2:12][CH2:13][CH2:14][CH2:15]3)[CH2:10][CH:9]([OH:17])[C:8]=2[CH:18]=1. The catalyst class is: 5. (5) Reactant: [Cl:1][CH2:2][C:3](=[O:10])[CH2:4][C:5]([O:7][CH2:8][CH3:9])=[O:6]. Product: [Cl:1][CH2:2][C@@H:3]([OH:10])[CH2:4][C:5]([O:7][CH2:8][CH3:9])=[O:6]. The catalyst class is: 412. (6) Reactant: Cl.[NH2:2][C:3]1[C:4]([Cl:13])=[CH:5][C:6]([F:12])=[C:7]([CH:11]=1)[C:8]([OH:10])=O.CN(C(ON1N=NC2C=CC=CC1=2)=[N+](C)C)C.F[P-](F)(F)(F)(F)F.C(N(C(C)C)C(C)C)C.[F:47][C:48]1[CH:49]=[C:50]([CH:53]=[CH:54][CH:55]=1)[CH2:51][NH2:52]. Product: [NH2:2][C:3]1[C:4]([Cl:13])=[CH:5][C:6]([F:12])=[C:7]([CH:11]=1)[C:8]([NH:52][CH2:51][C:50]1[CH:53]=[CH:54][CH:55]=[C:48]([F:47])[CH:49]=1)=[O:10]. The catalyst class is: 42. (7) Reactant: CO.[Cl:3][C:4]1[C:9]([CH3:10])=[CH:8][CH:7]=[C:6]([F:11])[C:5]=1[C:12](=[O:14])[CH3:13].[BH4-].[Na+].Cl. Product: [Cl:3][C:4]1[C:9]([CH3:10])=[CH:8][CH:7]=[C:6]([F:11])[C:5]=1[CH:12]([OH:14])[CH3:13]. The catalyst class is: 1. (8) Reactant: C([O:3][C:4](=[O:22])[C:5]([CH3:21])([S:13]([C:16]1[S:17][CH:18]=[CH:19][CH:20]=1)(=[O:15])=[O:14])[CH2:6][C:7]1[CH:12]=[CH:11][CH:10]=[CH:9][CH:8]=1)C.[OH-].[Na+]. Product: [CH3:21][C:5]([S:13]([C:16]1[S:17][CH:18]=[CH:19][CH:20]=1)(=[O:15])=[O:14])([CH2:6][C:7]1[CH:12]=[CH:11][CH:10]=[CH:9][CH:8]=1)[C:4]([OH:22])=[O:3]. The catalyst class is: 8.